Dataset: Peptide-MHC class I binding affinity with 185,985 pairs from IEDB/IMGT. Task: Regression. Given a peptide amino acid sequence and an MHC pseudo amino acid sequence, predict their binding affinity value. This is MHC class I binding data. (1) The peptide sequence is CYSKSLRDLV. The MHC is HLA-A26:01 with pseudo-sequence HLA-A26:01. The binding affinity (normalized) is 0. (2) The peptide sequence is TPEGIIPSM. The MHC is HLA-B58:01 with pseudo-sequence HLA-B58:01. The binding affinity (normalized) is 0.219. (3) The peptide sequence is LLQTGIHVRV. The MHC is HLA-A02:01 with pseudo-sequence HLA-A02:01. The binding affinity (normalized) is 0.213. (4) The peptide sequence is AEQASQEVKNW. The MHC is HLA-B45:01 with pseudo-sequence HLA-B45:01. The binding affinity (normalized) is 0. (5) The peptide sequence is LESGAVKYL. The MHC is HLA-A24:02 with pseudo-sequence HLA-A24:02. The binding affinity (normalized) is 0. (6) The peptide sequence is FILGIIITV. The MHC is HLA-A11:01 with pseudo-sequence HLA-A11:01. The binding affinity (normalized) is 0.0863.